The task is: Predict the product of the given reaction.. This data is from Forward reaction prediction with 1.9M reactions from USPTO patents (1976-2016). (1) Given the reactants Br[CH:2]1[CH2:8][CH2:7][O:6][C:5]2[CH:9]=[C:10]([N:13]3[CH2:17][C@H:16]([CH2:18][NH:19][C:20](=[O:22])[CH3:21])[O:15][C:14]3=[O:23])[CH:11]=[CH:12][C:4]=2[C:3]1=O.[CH2:25]([NH:27][C:28](=S)[NH:29][NH2:30])[CH3:26], predict the reaction product. The product is: [CH2:25]([NH:27][C:28]1[C:2]2[CH2:8][CH2:7][O:6][C:5]3[CH:9]=[C:10]([N:13]4[CH2:17][C@H:16]([CH2:18][NH:19][C:20](=[O:22])[CH3:21])[O:15][C:14]4=[O:23])[CH:11]=[CH:12][C:4]=3[C:3]=2[NH:30][N:29]=1)[CH3:26]. (2) Given the reactants O[CH:2]1[C:11]2[C:6](=[CH:7][CH:8]=[CH:9][CH:10]=2)[O:5][CH2:4][CH2:3]1.C(OC(=O)C)(=O)C.[H][H], predict the reaction product. The product is: [O:5]1[C:6]2[C:11](=[CH:10][CH:9]=[CH:8][CH:7]=2)[CH2:2][CH2:3][CH2:4]1. (3) Given the reactants [CH2:1]([N:5]1[N:6]([CH3:28])[C:7]([C:24]([CH3:27])([CH3:26])[CH3:25])=[CH:8]/[C:9]/1=[N:10]\[C:11](=[O:23])[C:12]1[CH:17]=[C:16]([C:18]([F:21])([F:20])[F:19])[CH:15]=[CH:14][C:13]=1F)[CH2:2][CH2:3][CH3:4].[SH:29][CH2:30][C:31]([NH2:33])=[O:32].C(=O)([O-])[O-].[K+].[K+].O, predict the reaction product. The product is: [NH2:33][C:31](=[O:32])[CH2:30][S:29][C:13]1[CH:14]=[CH:15][C:16]([C:18]([F:21])([F:19])[F:20])=[CH:17][C:12]=1[C:11](/[N:10]=[C:9]1/[N:5]([CH2:1][CH2:2][CH2:3][CH3:4])[N:6]([CH3:28])[C:7]([C:24]([CH3:25])([CH3:27])[CH3:26])=[CH:8]/1)=[O:23]. (4) Given the reactants [Br:1][C:2]1[CH:3]=[C:4]2[C:9](=[CH:10][C:11]=1[F:12])[C:8](=[O:13])[CH2:7][CH2:6][CH2:5]2.BrBr.[Li+].[Br-], predict the reaction product. The product is: [Br:1][C:2]1[CH:3]=[C:4]2[C:9](=[CH:10][C:11]=1[F:12])[C:8]([OH:13])=[CH:7][CH:6]=[CH:5]2. (5) Given the reactants [OH:1][C:2]([C:4](F)(F)F)=[O:3].O[C:9](C(F)(F)F)=O.[NH2:15][C:16]1[C:21]([C:22]2[CH:30]=[CH:29][C:25]([C:26](O)=[O:27])=[C:24]([F:31])[CH:23]=2)=[CH:20][C:19]([C@H:32]2[CH2:36][C@@H](C(OC)=O)[NH:34][CH2:33]2)=[CH:18][N:17]=1.CN(C(ON1N=NC2C=CC=NC1=2)=[N+](C)C)C.F[P-](F)(F)(F)(F)F.CCN(C(C)C)C(C)C.[NH2:74][C@@H:75]([C:78]1[CH:83]=[CH:82][CH:81]=[C:80]([Cl:84])[CH:79]=1)[CH2:76][OH:77], predict the reaction product. The product is: [NH2:15][C:16]1[N:17]=[CH:18][C:19]([C@@H:32]2[CH2:33][NH:34][C@H:4]([C:2]([O:1][CH3:9])=[O:3])[CH2:36]2)=[CH:20][C:21]=1[C:22]1[CH:30]=[CH:29][C:25]([C:26](=[O:27])[NH:74][C@@H:75]([C:78]2[CH:83]=[CH:82][CH:81]=[C:80]([Cl:84])[CH:79]=2)[CH2:76][OH:77])=[C:24]([F:31])[CH:23]=1.